Dataset: Forward reaction prediction with 1.9M reactions from USPTO patents (1976-2016). Task: Predict the product of the given reaction. (1) Given the reactants [Cl:1][C:2]1[CH:7]=[C:6]([N+:8]([O-:10])=[O:9])[CH:5]=[CH:4][C:3]=1I.C(NC(C)C)(C)C.[CH3:19][C:20]([CH3:24])([CH3:23])[C:21]#[CH:22], predict the reaction product. The product is: [Cl:1][C:2]1[CH:7]=[C:6]([N+:8]([O-:10])=[O:9])[CH:5]=[CH:4][C:3]=1[C:22]#[C:21][C:20]([CH3:24])([CH3:23])[CH3:19]. (2) Given the reactants [CH2:1]([O:8][C:9](=[O:25])[N:10](CC1C=CC=CC=1)[CH:11]1[CH2:17][CH2:16][CH:15]2[CH:13]([O:14]2)[CH2:12]1)[C:2]1[CH:7]=[CH:6][CH:5]=[CH:4][CH:3]=1.Cl([O-])(=O)(=O)=O.[Li+].[N-:32]=[N+:33]=[N-:34].[Na+].[Na], predict the reaction product. The product is: [CH2:1]([O:8][C:9](=[O:25])[NH:10][C@H:11]1[CH2:17][CH2:16][C@@H:15]([OH:14])[C@H:13]([N:32]=[N+:33]=[N-:34])[CH2:12]1)[C:2]1[CH:7]=[CH:6][CH:5]=[CH:4][CH:3]=1. (3) Given the reactants [ClH:1].[OH:2][C:3]1[CH:4]=[C:5]([CH:9]=[CH:10][C:11]=1[OH:12])[CH2:6][CH2:7][NH2:8].[C:13]([N:18]1[CH2:23][CH2:22][C:21](=O)[CH2:20][CH2:19]1)([O:15][CH2:16][CH3:17])=[O:14].C(N(CC)CC)C.Cl.C(O)C, predict the reaction product. The product is: [ClH:1].[CH2:16]([O:15][C:13]([N:18]1[CH2:23][CH2:22][C:21]2([C:9]3[C:5](=[CH:4][C:3]([OH:2])=[C:11]([OH:12])[CH:10]=3)[CH2:6][CH2:7][NH:8]2)[CH2:20][CH2:19]1)=[O:14])[CH3:17].